This data is from Reaction yield outcomes from USPTO patents with 853,638 reactions. The task is: Predict the reaction yield, written as a fraction of the theoretical maximum amount of product (1.0 means a 100% yield; for example, 0.34 means a 34% yield). (1) The reactants are Br[CH2:2][C:3]1[NH:8][C:7]([C:9]2[S:10][CH:11]=[C:12]([C:14]([F:17])([F:16])[F:15])[N:13]=2)=[N:6][CH:5]([C:18]2[CH:23]=[CH:22][C:21]([Cl:24])=[CH:20][C:19]=2[Cl:25])[C:4]=1[C:26]([O:28][CH2:29][CH3:30])=[O:27].Cl.[NH:32]1[CH2:37][CH2:36][O:35][CH2:34][CH:33]1[C:38]([OH:40])=[O:39]. No catalyst specified. The product is [Cl:25][C:19]1[CH:20]=[C:21]([Cl:24])[CH:22]=[CH:23][C:18]=1[CH:5]1[N:6]=[C:7]([C:9]2[S:10][CH:11]=[C:12]([C:14]([F:17])([F:16])[F:15])[N:13]=2)[NH:8][C:3]([CH2:2][N:32]2[CH2:37][CH2:36][O:35][CH2:34][CH:33]2[C:38]([OH:40])=[O:39])=[C:4]1[C:26]([O:28][CH2:29][CH3:30])=[O:27]. The yield is 0.800. (2) The reactants are ClCCl.Cl.[Cl:5][C:6]1[N:11]=[CH:10][C:9]([CH2:12][N:13]2[CH:18]=[CH:17][CH:16]=[CH:15][C:14]2=[NH:19])=[CH:8][CH:7]=1.C(N(CC)CC)C.[C:27](Cl)(=[O:29])[CH3:28]. The catalyst is O. The product is [Cl:5][C:6]1[N:11]=[CH:10][C:9]([CH2:12][N:13]2[CH:18]=[CH:17][CH:16]=[CH:15][C:14]2=[N:19][C:27](=[O:29])[CH3:28])=[CH:8][CH:7]=1. The yield is 0.170. (3) The product is [CH3:1][O:2][C:3]1[C:8]2[O:9][CH2:10][C:11]3[CH:25]=[CH:24][CH:23]=[CH:22][C:12]=3[C:13](=[CH:14][C:15]3[CH:16]=[C:17]([NH:21][S:27]([CH3:26])(=[O:29])=[O:28])[CH:18]=[CH:19][CH:20]=3)[C:7]=2[CH:6]=[CH:5][CH:4]=1. The reactants are [CH3:1][O:2][C:3]1[C:8]2[O:9][CH2:10][C:11]3[CH:25]=[CH:24][CH:23]=[CH:22][C:12]=3[C:13](=[CH:14][C:15]3[CH:16]=[C:17]([NH2:21])[CH:18]=[CH:19][CH:20]=3)[C:7]=2[CH:6]=[CH:5][CH:4]=1.[CH3:26][S:27](Cl)(=[O:29])=[O:28]. The yield is 0.600. The catalyst is C1(C)C=CC=CC=1. (4) The reactants are Cl[C:2]1[N:7]=[CH:6][C:5]([NH2:8])=[C:4]([C:9]2[C:10]([F:32])=[N:11][CH:12]=[C:13]([C:15]3[CH:20]=[C:19]([O:21][CH3:22])[C:18]([CH2:23][N:24]4[CH2:29][CH2:28][CH2:27][CH2:26][CH2:25]4)=[C:17]([O:30][CH3:31])[CH:16]=3)[CH:14]=2)[CH:3]=1.[CH3:33][N:34]1[CH:38]=[C:37](B2OC(C)(C)C(C)(C)O2)[CH:36]=[N:35]1. The catalyst is [F-].[K+].C(#N)C.C(OCC)(=O)C. The product is [CH3:31][O:30][C:17]1[CH:16]=[C:15]([C:13]2[CH:14]=[C:9]([C:4]3[CH:3]=[C:2]([C:37]4[CH:36]=[N:35][N:34]([CH3:33])[CH:38]=4)[N:7]=[CH:6][C:5]=3[NH2:8])[C:10]([F:32])=[N:11][CH:12]=2)[CH:20]=[C:19]([O:21][CH3:22])[C:18]=1[CH2:23][N:24]1[CH2:29][CH2:28][CH2:27][CH2:26][CH2:25]1. The yield is 0.540. (5) The reactants are Br[C:2]1[C:7]([N+:8]([O-:10])=[O:9])=[CH:6][CH:5]=[CH:4][N:3]=1.[Cl:11][C:12]1[CH:17]=[CH:16][C:15](B(O)O)=[CH:14][C:13]=1[C:21]([O:23][CH3:24])=[O:22].C(=O)([O-])[O-].[Na+].[Na+].C(O)C. The catalyst is C1(C)C=CC=CC=1.C1C=CC([P]([Pd]([P](C2C=CC=CC=2)(C2C=CC=CC=2)C2C=CC=CC=2)([P](C2C=CC=CC=2)(C2C=CC=CC=2)C2C=CC=CC=2)[P](C2C=CC=CC=2)(C2C=CC=CC=2)C2C=CC=CC=2)(C2C=CC=CC=2)C2C=CC=CC=2)=CC=1. The product is [Cl:11][C:12]1[CH:17]=[CH:16][C:15]([C:2]2[C:7]([N+:8]([O-:10])=[O:9])=[CH:6][CH:5]=[CH:4][N:3]=2)=[CH:14][C:13]=1[C:21]([O:23][CH3:24])=[O:22]. The yield is 0.610. (6) The reactants are [CH2:1]([C:5]1[C:6]([C:16]2[CH:21]=[CH:20][C:19]([O:22][CH3:23])=[CH:18][CH:17]=2)=[C:7]([OH:15])[C:8]2[C:13]([CH:14]=1)=[CH:12][CH:11]=[CH:10][CH:9]=2)[CH2:2][CH2:3][CH3:4].F[C:25]1[CH:32]=[CH:31][C:28]([CH:29]=[O:30])=[CH:27][CH:26]=1.C([O-])([O-])=O.[Cs+].[Cs+]. The catalyst is CS(C)=O. The product is [CH2:1]([C:5]1[C:6]([C:16]2[CH:17]=[CH:18][C:19]([O:22][CH3:23])=[CH:20][CH:21]=2)=[C:7]([O:15][C:25]2[CH:32]=[CH:31][C:28]([CH:29]=[O:30])=[CH:27][CH:26]=2)[C:8]2[C:13]([CH:14]=1)=[CH:12][CH:11]=[CH:10][CH:9]=2)[CH2:2][CH2:3][CH3:4]. The yield is 0.690. (7) The reactants are Br[C:2]1[C:3]([O:13][CH:14]2[CH2:19][CH2:18][CH2:17][CH2:16][O:15]2)=[CH:4][C:5]([F:12])=[C:6]([CH:11]=1)[C:7]([O:9][CH3:10])=[O:8].COC1C=CC=C(OC)[C:27]=1[C:28]1[CH:29]=[CH:30][CH:31]=[CH:32][C:33]=1P(C1CCCCC1)C1CCCCC1.P([O-])([O-])([O-])=O.[K+].[K+].[K+].CC1(C)C(B2OC(C)(C)C(C)(C)O2)=CCC1. The catalyst is CN(C=O)C.O.C([O-])(=O)C.[Pd+2].C([O-])(=O)C. The product is [CH3:29][C:28]1([CH3:27])[C:33]([C:2]2[C:3]([O:13][CH:14]3[CH2:19][CH2:18][CH2:17][CH2:16][O:15]3)=[CH:4][C:5]([F:12])=[C:6]([CH:11]=2)[C:7]([O:9][CH3:10])=[O:8])=[CH:32][CH2:31][CH2:30]1. The yield is 0.520. (8) The reactants are [BH4-].[Na+].[Cl:3][C:4]1[CH:5]=[C:6]2[C:11](=O)[O:10][C:8](=[O:9])[C:7]2=[CH:13][C:14]=1[Cl:15]. The catalyst is CN(C=O)C. The product is [Cl:3][C:4]1[CH:5]=[C:6]2[C:7](=[CH:13][C:14]=1[Cl:15])[C:8](=[O:9])[O:10][CH2:11]2. The yield is 0.750. (9) The reactants are Br[C:2]1[C:3](=[O:18])[C:4]([CH3:17])([CH3:16])[O:5][C:6]=1[C:7]1[CH:12]=[CH:11][C:10]([O:13][CH3:14])=[C:9]([Cl:15])[CH:8]=1.CC1(C)C(C)(C)OB([C:27]2[CH:44]=[CH:43][C:30]([O:31][CH2:32][C:33]3[CH:42]=[CH:41][C:40]4[C:35](=[CH:36][CH:37]=[CH:38][CH:39]=4)[N:34]=3)=[CH:29][CH:28]=2)O1.C([O-])([O-])=O.[Cs+].[Cs+]. The yield is 0.230. The product is [Cl:15][C:9]1[CH:8]=[C:7]([C:6]2[O:5][C:4]([CH3:17])([CH3:16])[C:3](=[O:18])[C:2]=2[C:27]2[CH:28]=[CH:29][C:30]([O:31][CH2:32][C:33]3[CH:42]=[CH:41][C:40]4[C:35](=[CH:36][CH:37]=[CH:38][CH:39]=4)[N:34]=3)=[CH:43][CH:44]=2)[CH:12]=[CH:11][C:10]=1[O:13][CH3:14]. The catalyst is C1(C)C=CC=CC=1.O.C1C=CC(P(C2C=CC=CC=2)[C-]2C=CC=C2)=CC=1.C1C=CC(P(C2C=CC=CC=2)[C-]2C=CC=C2)=CC=1.Cl[Pd]Cl.[Fe+2]. (10) The reactants are [CH:1]1([S:4]([C:7]2[CH:12]=[CH:11][C:10]([CH:13]([CH2:18][CH:19]3[CH2:24][CH2:23][O:22][CH2:21][CH2:20]3)[C:14](=O)[CH:15]=[CH2:16])=[CH:9][CH:8]=2)(=[O:6])=[O:5])[CH2:3][CH2:2]1.O1CCCC1.C(O)C.[CH3:33][C:34]([CH3:44])=[CH:35][C:36]1[CH:37]=[CH:38][C:39]([CH:42]=O)=[N:40][CH:41]=1.C([N:47](CC)CC)C. The catalyst is [Cl-].C([N+]1C(C)=C(CCO)SC=1)C1C=CC=CC=1.O. The product is [CH:1]1([S:4]([C:7]2[CH:12]=[CH:11][C:10]([CH:13]([C:14]3[NH:47][C:42]([C:39]4[CH:38]=[CH:37][C:36]([CH:35]=[C:34]([CH3:44])[CH3:33])=[CH:41][N:40]=4)=[CH:16][CH:15]=3)[CH2:18][CH:19]3[CH2:20][CH2:21][O:22][CH2:23][CH2:24]3)=[CH:9][CH:8]=2)(=[O:5])=[O:6])[CH2:2][CH2:3]1. The yield is 0.800.